This data is from Forward reaction prediction with 1.9M reactions from USPTO patents (1976-2016). The task is: Predict the product of the given reaction. (1) Given the reactants [C:1]([NH:4][C:5]1[CH:10]=[CH:9][C:8]([N:11]2[CH2:20][CH2:19][C:18]3[C:13](=[CH:14][CH:15]=[C:16]([O:21]C)[CH:17]=3)[CH:12]2[CH2:23][C:24]2[CH:29]=[CH:28][C:27]([OH:30])=[CH:26][CH:25]=2)=[CH:7][CH:6]=1)(=[O:3])[CH3:2].B(Br)(Br)Br, predict the reaction product. The product is: [C:1]([NH:4][C:5]1[CH:6]=[CH:7][C:8]([N:11]2[CH2:20][CH2:19][C:18]3[C:13](=[CH:14][CH:15]=[C:16]([OH:21])[CH:17]=3)[CH:12]2[CH2:23][C:24]2[CH:25]=[CH:26][C:27]([OH:30])=[CH:28][CH:29]=2)=[CH:9][CH:10]=1)(=[O:3])[CH3:2]. (2) Given the reactants Cl.Cl.[NH2:3][CH2:4][CH2:5][N:6]1[C:14]2[C:13]([NH:15][C:16]3[CH:21]=[CH:20][C:19]([O:22][C:23]4[CH:28]=[CH:27][CH:26]=[C:25]([O:29][C:30]([F:35])([F:34])[CH:31]([F:33])[F:32])[CH:24]=4)=[C:18]([Cl:36])[CH:17]=3)=[N:12][CH:11]=[N:10][C:9]=2[CH:8]=[CH:7]1.[CH3:37][S:38]([CH2:41][C:42](O)=[O:43])(=[O:40])=[O:39].ON1C2C=CC=CC=2N=N1.Cl.C(N=C=NCCCN(C)C)C, predict the reaction product. The product is: [Cl:36][C:18]1[CH:17]=[C:16]([NH:15][C:13]2[C:14]3[N:6]([CH2:5][CH2:4][NH:3][C:42](=[O:43])[CH2:41][S:38]([CH3:37])(=[O:40])=[O:39])[CH:7]=[CH:8][C:9]=3[N:10]=[CH:11][N:12]=2)[CH:21]=[CH:20][C:19]=1[O:22][C:23]1[CH:28]=[CH:27][CH:26]=[C:25]([O:29][C:30]([F:35])([F:34])[CH:31]([F:32])[F:33])[CH:24]=1. (3) Given the reactants [Br:1][C:2]1[CH:10]=[CH:9][C:5]([C:6](O)=[O:7])=[C:4]([Cl:11])[CH:3]=1.B.C1COCC1.C([O-])([O-])=O.[K+].[K+].O, predict the reaction product. The product is: [Br:1][C:2]1[CH:10]=[CH:9][C:5]([CH2:6][OH:7])=[C:4]([Cl:11])[CH:3]=1. (4) Given the reactants F[C:2]1[N:7]=[CH:6][C:5]([CH:8]([N:10]2[CH2:15][CH2:14][O:13][CH2:12][CH2:11]2)[CH3:9])=[CH:4][C:3]=1[C:16]1[N:24]=[C:23]([CH3:25])[N:22]=[C:21]2[C:17]=1[N:18]=[CH:19][N:20]2[CH:26]1[CH2:31][CH2:30][CH2:29][CH2:28][O:27]1.[NH2:32][C:33]1[CH:34]=[C:35]([NH:40][S:41]([N:44]([CH3:46])[CH3:45])(=[O:43])=[O:42])[C:36]([Cl:39])=[N:37][CH:38]=1.C[Si]([N-][Si](C)(C)C)(C)C.[Na+], predict the reaction product. The product is: [Cl:39][C:36]1[C:35]([NH:40][S:41]([N:44]([CH3:45])[CH3:46])(=[O:43])=[O:42])=[CH:34][C:33]([NH:32][C:2]2[C:3]([C:16]3[N:24]=[C:23]([CH3:25])[N:22]=[C:21]4[C:17]=3[N:18]=[CH:19][N:20]4[CH:26]3[CH2:31][CH2:30][CH2:29][CH2:28][O:27]3)=[CH:4][C:5]([CH:8]([N:10]3[CH2:15][CH2:14][O:13][CH2:12][CH2:11]3)[CH3:9])=[CH:6][N:7]=2)=[CH:38][N:37]=1. (5) Given the reactants C[O:2][C:3]([C:5]1[S:9][C:8]([N:10]2[C:14]3[CH:15]=[C:16]([O:21][CH3:22])[C:17]([O:19][CH3:20])=[CH:18][C:13]=3[N:12]=[CH:11]2)=[N:7][C:6]=1Br)=[O:4].[F:24][C:25]1[CH:26]=[C:27](B(O)O)[CH:28]=[CH:29][C:30]=1[F:31], predict the reaction product. The product is: [F:24][C:25]1[CH:26]=[C:27]([C:6]2[N:7]=[C:8]([N:10]3[C:14]4[CH:15]=[C:16]([O:21][CH3:22])[C:17]([O:19][CH3:20])=[CH:18][C:13]=4[N:12]=[CH:11]3)[S:9][C:5]=2[C:3]([OH:2])=[O:4])[CH:28]=[CH:29][C:30]=1[F:31]. (6) Given the reactants Cl[C:2]1[C:7]([C:8]#[N:9])=[C:6]([C:10]2[CH:15]=[CH:14][C:13]([O:16][CH2:17][CH2:18][OH:19])=[CH:12][CH:11]=2)[C:5]([C:20]#[N:21])=[C:4]([S:22][CH2:23][C:24]2[N:25]=[C:26]([C:29]3[CH:34]=[CH:33][C:32]([Cl:35])=[CH:31][CH:30]=3)[S:27][CH:28]=2)[N:3]=1.[CH2:36]([NH2:38])[CH3:37].O, predict the reaction product. The product is: [Cl:35][C:32]1[CH:33]=[CH:34][C:29]([C:26]2[S:27][CH:28]=[C:24]([CH2:23][S:22][C:4]3[C:5]([C:20]#[N:21])=[C:6]([C:10]4[CH:11]=[CH:12][C:13]([O:16][CH2:17][CH2:18][OH:19])=[CH:14][CH:15]=4)[C:7]([C:8]#[N:9])=[C:2]([NH:38][CH2:36][CH3:37])[N:3]=3)[N:25]=2)=[CH:30][CH:31]=1. (7) Given the reactants [CH3:1][S:2][CH:3]1[N:7]([CH3:8])[C:6]2[CH:9]=[CH:10][CH:11]=[CH:12][C:5]=2[O:4]1.CSC1OC2C=CC=CC=2N=1.C[C:25]1[CH:26]=[C:27]([S:32]([O-:35])(=[O:34])=[O:33])[C:28](C)=[CH:29][CH:30]=1, predict the reaction product. The product is: [S:32]([C:27]1[CH:26]=[CH:25][C:30]([CH3:1])=[CH:29][CH:28]=1)([OH:35])(=[O:33])=[O:34].[CH3:1][S:2][CH:3]1[N:7]([CH3:8])[C:6]2[CH:9]=[CH:10][CH:11]=[CH:12][C:5]=2[O:4]1. (8) Given the reactants [Br:1][C:2]1[CH:3]=[C:4]([N+:14]([O-:16])=[O:15])[C:5]2[O:9][CH:8]=[C:7](C(O)=O)[C:6]=2[CH:13]=1, predict the reaction product. The product is: [Br:1][C:2]1[CH:3]=[C:4]([N+:14]([O-:16])=[O:15])[C:5]2[O:9][CH:8]=[CH:7][C:6]=2[CH:13]=1. (9) Given the reactants C(OC([NH:8][C@H:9]([C:11]([NH:13][CH:14]1[N:20]=[C:19]([C:21]2[CH:26]=[CH:25][CH:24]=[CH:23][N:22]=2)[C:18]2[CH:27]=[CH:28][CH:29]=[CH:30][C:17]=2[N:16]([CH2:31][C:32](=[O:37])[C:33]([CH3:36])([CH3:35])[CH3:34])[C:15]1=[O:38])=[O:12])[CH3:10])=O)(C)(C)C.C(O)(C(F)(F)F)=O, predict the reaction product. The product is: [NH2:8][C@H:9]([C:11]([NH:13][CH:14]1[N:20]=[C:19]([C:21]2[CH:26]=[CH:25][CH:24]=[CH:23][N:22]=2)[C:18]2[CH:27]=[CH:28][CH:29]=[CH:30][C:17]=2[N:16]([CH2:31][C:32](=[O:37])[C:33]([CH3:35])([CH3:34])[CH3:36])[C:15]1=[O:38])=[O:12])[CH3:10]. (10) Given the reactants [N:1]1[CH:6]=[CH:5][CH:4]=[CH:3][C:2]=1[C:7]1[N:15]=[C:10]2[CH:11]=[N:12][NH:13][CH:14]=[C:9]2[N:8]=1.[F:16][C:17]([F:36])([F:35])[C:18]1[CH:23]=[C:22]([C:24]([F:27])([F:26])[F:25])[CH:21]=[CH:20][C:19]=1[C:28]1[CH:32]=[C:31]([CH2:33]Cl)[O:30][N:29]=1, predict the reaction product. The product is: [F:36][C:17]([F:16])([F:35])[C:18]1[CH:23]=[C:22]([C:24]([F:27])([F:25])[F:26])[CH:21]=[CH:20][C:19]=1[C:28]1[CH:32]=[C:31]([CH2:33][N:12]2[CH:11]=[C:10]3[N:15]=[C:7]([C:2]4[CH:3]=[CH:4][CH:5]=[CH:6][N:1]=4)[N:8]=[C:9]3[CH:14]=[N:13]2)[O:30][N:29]=1.